From a dataset of Full USPTO retrosynthesis dataset with 1.9M reactions from patents (1976-2016). Predict the reactants needed to synthesize the given product. (1) Given the product [CH3:13][O:12][C:9]1[CH:10]=[C:11]2[C:6](=[CH:7][C:8]=1[O:14][CH2:15][CH2:16][CH2:17][N:18]1[CH2:23][CH2:22][CH2:21][CH2:20][CH2:19]1)[N:5]=[CH:4][N:3]=[C:2]2[O:24][C:25]1[CH:26]=[C:27]2[CH:33]=[CH:32][NH:31][C:28]2=[N:29][CH:30]=1, predict the reactants needed to synthesize it. The reactants are: Cl[C:2]1[C:11]2[C:6](=[CH:7][C:8]([O:14][CH2:15][CH2:16][CH2:17][N:18]3[CH2:23][CH2:22][CH2:21][CH2:20][CH2:19]3)=[C:9]([O:12][CH3:13])[CH:10]=2)[N:5]=[CH:4][N:3]=1.[OH:24][C:25]1[CH:26]=[C:27]2[CH:33]=[CH:32][NH:31][C:28]2=[N:29][CH:30]=1.C(=O)([O-])[O-].[K+].[K+].[OH-].[Na+]. (2) Given the product [F:52][C:49]1[CH:50]=[CH:51][C:46]([CH2:45][N:35]2[C:34](=[O:53])[C:33]([C:28]3[NH:27][C:26]4[N:54]=[CH:55][C:23]([NH:5][S:2]([CH3:1])(=[O:4])=[O:3])=[CH:24][C:25]=4[S:30](=[O:32])(=[O:31])[N:29]=3)=[C:42]([OH:43])[C@H:41]3[C@@H:36]2[C@H:37]2[CH2:44][C@@H:40]3[CH2:39][CH2:38]2)=[CH:47][CH:48]=1, predict the reactants needed to synthesize it. The reactants are: [CH3:1][S:2]([NH2:5])(=[O:4])=[O:3].P([O-])([O-])([O-])=O.[K+].[K+].[K+].N1CCC[C@H]1C(O)=O.Br[C:23]1[CH:55]=[N:54][C:26]2[NH:27][C:28]([C:33]3[C:34](=[O:53])[N:35]([CH2:45][C:46]4[CH:51]=[CH:50][C:49]([F:52])=[CH:48][CH:47]=4)[CH:36]4[CH:41]([C:42]=3[OH:43])[CH:40]3[CH2:44][CH:37]4[CH2:38][CH2:39]3)=[N:29][S:30](=[O:32])(=[O:31])[C:25]=2[CH:24]=1.[Cl-].[NH4+]. (3) Given the product [O:1]=[C:2]1[N:7]2[CH:8]=[CH:9][C:10]([C:12]([OH:14])=[O:13])=[CH:11][C:6]2=[N:5][C:4]2[CH2:16][CH2:17][CH2:18][CH2:19][CH2:20][CH2:21][C:3]1=2, predict the reactants needed to synthesize it. The reactants are: [O:1]=[C:2]1[N:7]2[CH:8]=[CH:9][C:10]([C:12]([O:14]C)=[O:13])=[CH:11][C:6]2=[N:5][C:4]2[CH2:16][CH2:17][CH2:18][CH2:19][CH2:20][CH2:21][C:3]1=2.O[Li].O.Cl. (4) Given the product [F:17][C:14]1[CH:15]=[CH:16][C:11]([O:10][CH2:9]/[CH:8]=[CH:7]/[C:1]2[CH:2]=[CH:3][CH:4]=[CH:5][CH:6]=2)=[C:12]([CH:13]=1)[NH2:18], predict the reactants needed to synthesize it. The reactants are: [C:1]1(/[CH:7]=[CH:8]/[CH2:9][O:10][C:11]2[CH:16]=[CH:15][C:14]([F:17])=[CH:13][C:12]=2[N+:18]([O-])=O)[CH:6]=[CH:5][CH:4]=[CH:3][CH:2]=1.[NH4+].[Cl-].CCOC(C)=O. (5) The reactants are: [C:1]1(=[O:11])[C:9]2[C:4](=[CH:5][CH:6]=[CH:7][CH:8]=2)[C:3](=[O:10])[NH:2]1.C1(P(C2C=CC=CC=2)C2C=CC=CC=2)C=CC=CC=1.[N:31]1[C:40]2[C:35](=[CH:36][C:37]([CH2:41]O)=[CH:38][CH:39]=2)[CH:34]=[CH:33][CH:32]=1.N(/C(OC(C)C)=O)=N\C(OC(C)C)=O. Given the product [N:31]1[C:40]2[C:35](=[CH:36][C:37]([CH2:41][N:2]3[C:3](=[O:10])[C:4]4[C:9](=[CH:8][CH:7]=[CH:6][CH:5]=4)[C:1]3=[O:11])=[CH:38][CH:39]=2)[CH:34]=[CH:33][CH:32]=1, predict the reactants needed to synthesize it. (6) Given the product [OH:4][CH2:3][CH:2]([CH3:1])[CH2:5][O:6][C:14]1[CH:15]=[CH:16][CH:17]=[C:10]([N+:7]([O-:9])=[O:8])[C:11]=1[C:12]#[N:13], predict the reactants needed to synthesize it. The reactants are: [CH3:1][CH:2]([CH2:5][OH:6])[CH2:3][OH:4].[N+:7]([C:10]1[CH:17]=[CH:16][CH:15]=[C:14]([N+]([O-])=O)[C:11]=1[C:12]#[N:13])([O-:9])=[O:8]. (7) Given the product [Cl:1][C:2]1[CH:3]=[C:4]([NH:9][C:10]2[C:19]3[C:14](=[CH:15][CH:16]=[C:17]([C:20]4[O:21][C:22]([CH2:25][NH:35][CH2:34][CH2:33][C:27]5[CH2:32][CH2:31][CH2:30][CH2:29][CH:28]=5)=[CH:23][CH:24]=4)[CH:18]=3)[N:13]=[CH:12][N:11]=2)[CH:5]=[CH:6][C:7]=1[F:8], predict the reactants needed to synthesize it. The reactants are: [Cl:1][C:2]1[CH:3]=[C:4]([NH:9][C:10]2[C:19]3[C:14](=[CH:15][CH:16]=[C:17]([C:20]4[O:21][C:22]([CH:25]=O)=[CH:23][CH:24]=4)[CH:18]=3)[N:13]=[CH:12][N:11]=2)[CH:5]=[CH:6][C:7]=1[F:8].[C:27]1([CH2:33][CH2:34][NH2:35])[CH2:32][CH2:31][CH2:30][CH2:29][CH:28]=1.C(O[BH-](OC(=O)C)OC(=O)C)(=O)C.[Na+]. (8) Given the product [CH:1]1([C@H:4]2[O:9][C@@H:8]([C:10]3[CH:11]=[CH:12][C:13]([C:14]([O:16][CH3:17])=[O:15])=[CH:18][CH:19]=3)[CH2:7][C:6](=[O:20])[CH2:5]2)[CH2:3][CH2:2]1, predict the reactants needed to synthesize it. The reactants are: [CH:1]1([C@H:4]2[O:9][C@@H:8]([C:10]3[CH:19]=[CH:18][C:13]([C:14]([O:16][CH3:17])=[O:15])=[CH:12][CH:11]=3)[CH2:7][CH:6]([OH:20])[CH2:5]2)[CH2:3][CH2:2]1.[Cr](Cl)([O-])(=O)=O.[NH+]1C=CC=CC=1. (9) Given the product [OH:26][C:24]1[CH:23]=[CH:22][C:20]2[N:21]=[C:17]([N:9]3[CH2:8][CH2:7][CH:6]([CH2:5][CH2:4][CH:3]([NH:12][C:13](=[O:15])[CH3:14])[CH3:2])[CH2:11][CH2:10]3)[O:18][C:19]=2[CH:25]=1, predict the reactants needed to synthesize it. The reactants are: Cl.[CH3:2][CH:3]([NH:12][C:13](=[O:15])[CH3:14])[CH2:4][CH2:5][CH:6]1[CH2:11][CH2:10][NH:9][CH2:8][CH2:7]1.Cl[C:17]1[O:18][C:19]2[CH:25]=[C:24]([OH:26])[CH:23]=[CH:22][C:20]=2[N:21]=1.C(N(CC)C(C)C)(C)C. (10) Given the product [C:34]([OH:35])([C:18]([F:21])([F:20])[F:19])=[O:37].[F:21][C:18]([F:19])([F:20])[C:16]1[CH:15]=[C:14]2[C:10]([CH:11]=[N:12][NH:13]2)=[C:9]([C:24]2[CH:25]=[CH:26][C:27]([S:30]([NH2:33])(=[O:32])=[O:31])=[N:28][CH:29]=2)[CH:17]=1, predict the reactants needed to synthesize it. The reactants are: CC1(C)C(C)(C)OB([C:9]2[CH:17]=[C:16]([C:18]([F:21])([F:20])[F:19])[CH:15]=[C:14]3[C:10]=2[CH:11]=[N:12][NH:13]3)O1.Br[C:24]1[CH:25]=[CH:26][C:27]([S:30]([NH2:33])(=[O:32])=[O:31])=[N:28][CH:29]=1.[C:34](=[O:37])(O)[O-:35].[Na+].